From a dataset of Experimentally validated miRNA-target interactions with 360,000+ pairs, plus equal number of negative samples. Binary Classification. Given a miRNA mature sequence and a target amino acid sequence, predict their likelihood of interaction. (1) The miRNA is hsa-miR-769-5p with sequence UGAGACCUCUGGGUUCUGAGCU. The protein sequence of the target gene is MERRSRRKSRRNGRSTAGKAAATQPAKSPGAQLWLFPSAAGLHRALLRRVEVTRQLCCSPGRLAVLERGGAGVQVHQLLAGSGGARTPKCIKLGKNMKIHSVDQGAEHMLILSSDGKPFEYDNYSMKHLRFESILQEKKIIQITCGDYHSLALSKGGELFAWGQNLHGQLGVGRKFPSTTTPQIVEHLAGVPLAQISAGEAHSMALSMSGNIYSWGKNECGQLGLGHTESKDDPSLIEGLDNQKVEFVACGGSHSALLTQDGLLFTFGAGKHGQLGHNSTQNELRPCLVAELVGYRVTQI.... Result: 0 (no interaction). (2) The miRNA is mmu-miR-7650-3p with sequence GUUUUGAUAUAUACAAGAAGGA. The protein sequence of the target gene is MAIHKALVMCLGLPLFLFPGAWAQGHVPPGCSQGLNPLYYNLCDRSGAWGIVLEAVAGAGIVTTFVLTIILVASLPFVQDTKKRSLLGTQVFFLLGTLGLFCLVFACVVKPDFSTCASRRFLFGVLFAICFSCLAAHVFALNFLARKNHGPRGWVIFTVALLLTLVEVIINTEWLIITLVRGSGEGGPQGNSSAGWAVASPCAIANMDFVMALIYVMLLLLGAFLGAWPALCGRYKRWRKHGVFVLLTTATSVAIWVVWIVMYTYGNKQHNSPTWDDPTLAIALAANAWAFVLFYVIPEV.... Result: 0 (no interaction). (3) The miRNA is hsa-miR-6892-5p with sequence GUAAGGGACCGGAGAGUAGGA. The protein sequence of the target gene is MAAAGWRDGSGQEKYRLVVVGGGGVGKSALTIQFIQSYFVTDYDPTIEDSYTKQCVIDDRAARLDILDTAGQEEFGAMREQYMRTGEGFLLVFSVTDRGSFEEIYKFQRQILRVKDRDEFPMILIGNKADLDHQRQVTQEEGQQLARQLKVTYMEASAKIRMNVDQAFHELVRVIRKFQEQECPPSPEPTRKEKDKKGCHCVIF. Result: 0 (no interaction). (4) The miRNA is mmu-miR-292a-3p with sequence AAAGUGCCGCCAGGUUUUGAGUGU. The protein sequence of the target gene is MAAEAAGGKYRSTVSKSKDPSGLLISVIRTLSTSDDVEDRENEKGRLEEAYEKCDRDLDELIVQHYTELTTAIRTYQSITERITNSRNKIKQVKENLLSCKMLLHCKRDELRKLWIEGIEHKHVLNLLDEIENIKQVPQKLEQCMASKHYLSATDMLVSAVESLEGPLLQVEGLSDLRLELHSKKMNLHLVLIDELHRHLYIKSTSRVVQRNKEKGKISSLVKDASVPLIDVTNLPTPRKFLDTSHYSTAGSSSVREINLQDIKEDLELDPEENSTLFMGILIKGLAKLKKIPETVKAII.... Result: 0 (no interaction). (5) The miRNA is mmu-miR-495-3p with sequence AAACAAACAUGGUGCACUUCUU. The protein sequence of the target gene is MGSAAMDTKKKKEVSSPGGSSGKKNPSLKRRSLRVHIPDLSSFAMPLLDGDVENSEKHSSRKVDSPFSSGSPSRGLFSRGPQPRPSSPVSAPVRPKTSPGSPKTVFPFSYQESPPRSPRRMSFSGIFRSSSKESSPNSNPSTSPGGIRFFSRSRKTSSVSSSPSTPTQVTKQHPFPLESYKQEPERPESRIYASSSPPDTGQRFCLAFQSPARPPLASPTYHAPLRTAVLAAAPGPAEAGMLEKLEFQEEEDSESGVYMRFMRSHKCYDIVPTSSKLVVFDTTLQVKKAFFALVANGVRA.... Result: 1 (interaction). (6) The miRNA is hsa-miR-922 with sequence GCAGCAGAGAAUAGGACUACGUC. The protein sequence of the target gene is MGNTTSCCVSSSPKLRRNAHSRLESYRPDTDLSREDTGCNLQHISDRENIDDLNMEFNPSDHPRASTIFLSKSQTDVREKRKSLFINHHPPGQIARKYSSCSTIFLDDSTVSQPNLKYTIKCVALAIYYHIKNRDPDGRMLLDIFDENLHPLSKSEVPPDYDKHNPEQKQIYRFVRTLFSAAQLTAECAIVTLVYLERLLTYAEIDICPANWKRIVLGAILLASKVWDDQAVWNVDYCQILKDITVEDMNELERQFLELLQFNINVPSSVYAKYYFDLRSLAEANNLSFPLEPLSRERAH.... Result: 1 (interaction).